Task: Regression. Given two drug SMILES strings and cell line genomic features, predict the synergy score measuring deviation from expected non-interaction effect.. Dataset: NCI-60 drug combinations with 297,098 pairs across 59 cell lines (1) Drug 1: CNC(=O)C1=NC=CC(=C1)OC2=CC=C(C=C2)NC(=O)NC3=CC(=C(C=C3)Cl)C(F)(F)F. Drug 2: CN(CC1=CN=C2C(=N1)C(=NC(=N2)N)N)C3=CC=C(C=C3)C(=O)NC(CCC(=O)O)C(=O)O. Cell line: MCF7. Synergy scores: CSS=31.9, Synergy_ZIP=3.37, Synergy_Bliss=1.08, Synergy_Loewe=-79.9, Synergy_HSA=-1.38. (2) Drug 1: CCC1(CC2CC(C3=C(CCN(C2)C1)C4=CC=CC=C4N3)(C5=C(C=C6C(=C5)C78CCN9C7C(C=CC9)(C(C(C8N6C)(C(=O)OC)O)OC(=O)C)CC)OC)C(=O)OC)O.OS(=O)(=O)O. Drug 2: CCCCC(=O)OCC(=O)C1(CC(C2=C(C1)C(=C3C(=C2O)C(=O)C4=C(C3=O)C=CC=C4OC)O)OC5CC(C(C(O5)C)O)NC(=O)C(F)(F)F)O. Cell line: COLO 205. Synergy scores: CSS=22.3, Synergy_ZIP=1.31, Synergy_Bliss=-0.854, Synergy_Loewe=-3.65, Synergy_HSA=-3.97. (3) Drug 1: CN(C)N=NC1=C(NC=N1)C(=O)N. Drug 2: CC1C(C(CC(O1)OC2CC(OC(C2O)C)OC3=CC4=CC5=C(C(=O)C(C(C5)C(C(=O)C(C(C)O)O)OC)OC6CC(C(C(O6)C)O)OC7CC(C(C(O7)C)O)OC8CC(C(C(O8)C)O)(C)O)C(=C4C(=C3C)O)O)O)O. Cell line: OVCAR-4. Synergy scores: CSS=7.52, Synergy_ZIP=2.02, Synergy_Bliss=5.95, Synergy_Loewe=-70.5, Synergy_HSA=5.91. (4) Drug 1: C1CN1C2=NC(=NC(=N2)N3CC3)N4CC4. Drug 2: CC12CCC3C(C1CCC2O)C(CC4=C3C=CC(=C4)O)CCCCCCCCCS(=O)CCCC(C(F)(F)F)(F)F. Cell line: BT-549. Synergy scores: CSS=7.18, Synergy_ZIP=-5.66, Synergy_Bliss=-7.08, Synergy_Loewe=-8.49, Synergy_HSA=-4.76. (5) Synergy scores: CSS=16.8, Synergy_ZIP=-1.79, Synergy_Bliss=-1.35, Synergy_Loewe=-7.40, Synergy_HSA=-0.818. Drug 1: CC(CN1CC(=O)NC(=O)C1)N2CC(=O)NC(=O)C2. Drug 2: CCCCCOC(=O)NC1=NC(=O)N(C=C1F)C2C(C(C(O2)C)O)O. Cell line: KM12.